This data is from Forward reaction prediction with 1.9M reactions from USPTO patents (1976-2016). The task is: Predict the product of the given reaction. (1) Given the reactants C([Li])(C)(C)C.[CH3:6][CH2:7][CH2:8][CH2:9][CH3:10].[C:11]([O:15][C:16](=[O:25])[NH:17][C:18]1C=C[C:21]([F:24])=[CH:20][CH:19]=1)([CH3:14])([CH3:13])[CH3:12].ClCCCI, predict the reaction product. The product is: [C:11]([O:15][C:16]([N:17]1[C:18]2[C:9](=[CH:10][C:21]([F:24])=[CH:20][CH:19]=2)[CH2:8][CH2:7][CH2:6]1)=[O:25])([CH3:14])([CH3:12])[CH3:13]. (2) Given the reactants CN(C)[CH:3]=[O:4].[NH:6]1[CH:10]=[C:9]([CH2:11][CH2:12][CH2:13][OH:14])[C:8]2[CH2:15][CH2:16][CH2:17][CH2:18][CH2:19][C:7]1=2.P(Cl)(Cl)(Cl)=O.Cl, predict the reaction product. The product is: [OH:14][CH2:13][CH2:12][CH2:11][C:9]1[C:8]2[CH2:15][CH2:16][CH2:17][CH2:18][CH2:19][C:7]=2[NH:6][C:10]=1[CH:3]=[O:4]. (3) Given the reactants [F:1][C:2]1[CH:3]=[C:4]([CH:7]=[C:8]([F:11])[C:9]=1[F:10])[CH:5]=[O:6].[CH2:12]1COCC1, predict the reaction product. The product is: [F:1][C:2]1[CH:3]=[C:4]([CH:5]([OH:6])[CH3:12])[CH:7]=[C:8]([F:11])[C:9]=1[F:10].